Task: Predict the reactants needed to synthesize the given product.. Dataset: Full USPTO retrosynthesis dataset with 1.9M reactions from patents (1976-2016) (1) Given the product [CH2:19]([N:26]1[CH2:27][CH:28]([C:30]([N:14]([CH2:13][C:4]2[CH:3]=[C:2]([Cl:1])[C:7]3[O:8][CH2:9][CH2:10][CH2:11][O:12][C:6]=3[CH:5]=2)[CH2:15][CH:16]([CH3:17])[CH3:18])=[O:32])[CH2:29]1)[C:20]1[CH:21]=[CH:22][CH:23]=[CH:24][CH:25]=1, predict the reactants needed to synthesize it. The reactants are: [Cl:1][C:2]1[C:7]2[O:8][CH2:9][CH2:10][CH2:11][O:12][C:6]=2[CH:5]=[C:4]([CH2:13][NH:14][CH2:15][CH:16]([CH3:18])[CH3:17])[CH:3]=1.[CH2:19]([N:26]1[CH2:29][CH:28]([C:30]([OH:32])=O)[CH2:27]1)[C:20]1[CH:25]=[CH:24][CH:23]=[CH:22][CH:21]=1.Cl.C(N=C=NCCCN(C)C)C.CC1C=CN=C(N)C=1C. (2) Given the product [Br:28][C:26]1[CH:25]=[C:22]([CH:21]=[C:20]([C:36]#[C:35][C:33]2[N:34]=[C:30]([CH3:29])[S:31][CH:32]=2)[CH:27]=1)[C:23]#[N:24], predict the reactants needed to synthesize it. The reactants are: [F-].C([N+](CCCC)(CCCC)CCCC)CCC.Br[C:20]1[CH:21]=[C:22]([CH:25]=[C:26]([Br:28])[CH:27]=1)[C:23]#[N:24].[CH3:29][C:30]1[S:31][CH:32]=[C:33]([C:35]#[C:36][Si](C)(C)C)[N:34]=1.C(N(CC)CC)C. (3) Given the product [O:7]([C:8]1[C:9]([C:32]2[CH:33]=[CH:34][C:29]([O:28][CH3:27])=[CH:30][CH:31]=2)=[N:10][CH:11]=[CH:12][CH:13]=1)[C@@H:6]1[S:15][CH2:16][C@@H:17]([OH:23])[C@H:18]([OH:19])[C@H:5]1[OH:4], predict the reactants needed to synthesize it. The reactants are: C([O:4][C@@H:5]1[C@@H:18]([O:19]C(=O)C)[C@H:17]([O:23]C(=O)C)[CH2:16][S:15][C@H:6]1[O:7][C:8]1[C:9](Br)=[N:10][CH:11]=[CH:12][CH:13]=1)(=O)C.[CH3:27][O:28][C:29]1[CH:34]=[CH:33][C:32](B(O)O)=[CH:31][CH:30]=1.C(=O)([O-])[O-].[Cs+].[Cs+].COCCOC. (4) The reactants are: C([O:8][C:9]1[CH:14]=[C:13]([CH2:15][NH2:16])[CH:12]=[CH:11][C:10]=1[C:17]1[CH:22]=[CH:21][CH:20]=[CH:19][CH:18]=1)C1C=CC=CC=1.[C:23](O[C:23]([O:25][C:26]([CH3:29])([CH3:28])[CH3:27])=[O:24])([O:25][C:26]([CH3:29])([CH3:28])[CH3:27])=[O:24]. Given the product [OH:8][C:9]1[CH:14]=[C:13]([CH2:15][NH:16][C:23](=[O:24])[O:25][C:26]([CH3:29])([CH3:28])[CH3:27])[CH:12]=[CH:11][C:10]=1[C:17]1[CH:18]=[CH:19][CH:20]=[CH:21][CH:22]=1, predict the reactants needed to synthesize it. (5) Given the product [OH:8][C:9]1[C:14](=[O:15])[N:13]2[C:16]3([CH2:24][CH2:23][CH2:22][CH2:21][CH2:20]3)[NH:17][C:18](=[O:19])[C:12]2=[C:11]([CH3:25])[CH:10]=1, predict the reactants needed to synthesize it. The reactants are: COC1C=CC(C[O:8][C:9]2[C:14](=[O:15])[N:13]3[C:16]4([CH2:24][CH2:23][CH2:22][CH2:21][CH2:20]4)[NH:17][C:18](=[O:19])[C:12]3=[C:11]([CH3:25])[CH:10]=2)=CC=1.FC(F)(F)C(O)=O. (6) Given the product [NH2:1][C:2]1[CH:9]=[C:8]([O:16][CH:13]2[CH2:14][CH2:15][O:11][CH2:12]2)[C:5]([C:6]#[N:7])=[CH:4][N:3]=1, predict the reactants needed to synthesize it. The reactants are: [NH2:1][C:2]1[CH:9]=[C:8](Cl)[C:5]([C:6]#[N:7])=[CH:4][N:3]=1.[O:11]1[CH2:15][CH2:14][CH:13]([OH:16])[CH2:12]1. (7) Given the product [Cl:13][C:14]1[CH:15]=[CH:16][C:17]([S:22][CH2:23][CH3:24])=[C:18]([N:20]([C:4](=[O:6])[C:3]2[CH:7]=[C:8]([CH3:12])[CH:9]=[C:10]([Br:11])[C:2]=2[NH2:1])[NH2:21])[CH:19]=1, predict the reactants needed to synthesize it. The reactants are: [NH2:1][C:2]1[C:10]([Br:11])=[CH:9][C:8]([CH3:12])=[CH:7][C:3]=1[C:4]([OH:6])=O.[Cl:13][C:14]1[CH:15]=[CH:16][C:17]([S:22][CH2:23][CH3:24])=[C:18]([NH:20][NH2:21])[CH:19]=1.Cl.ClC1C=CC(S(CC)(=O)=O)=C(C=1)CN.C1C=CC2N(O)N=NC=2C=1.CCN(C(C)C)C(C)C. (8) Given the product [Cl:1][C:2]1[CH:3]=[C:4]([CH:12]=[C:13]([NH:17][NH2:18])[N:14]=1)[C:5]([O:7][C:8]([CH3:11])([CH3:10])[CH3:9])=[O:6], predict the reactants needed to synthesize it. The reactants are: [Cl:1][C:2]1[CH:3]=[C:4]([CH:12]=[C:13](Cl)[N:14]=1)[C:5]([O:7][C:8]([CH3:11])([CH3:10])[CH3:9])=[O:6].O.[NH2:17][NH2:18].